Dataset: Reaction yield outcomes from USPTO patents with 853,638 reactions. Task: Predict the reaction yield, written as a fraction of the theoretical maximum amount of product (1.0 means a 100% yield; for example, 0.34 means a 34% yield). (1) The reactants are [CH3:1][NH:2][C:3]([C:5]1[C:13]2[C:8](=[N:9][C:10]([NH:15][S:16]([CH3:19])(=[O:18])=[O:17])=[C:11]([I:14])[CH:12]=2)[O:7][C:6]=1[C:20]1[CH:25]=[CH:24][C:23]([F:26])=[CH:22][CH:21]=1)=[O:4].[C:27](=O)([O-])[O-].[K+].[K+].IC. The catalyst is CC(C)=O. The product is [CH3:1][NH:2][C:3]([C:5]1[C:13]2[C:8](=[N:9][C:10]([N:15]([S:16]([CH3:19])(=[O:18])=[O:17])[CH3:27])=[C:11]([I:14])[CH:12]=2)[O:7][C:6]=1[C:20]1[CH:25]=[CH:24][C:23]([F:26])=[CH:22][CH:21]=1)=[O:4]. The yield is 1.00. (2) The reactants are [NH2:1][C:2](=[C:5]([N:8]=[CH:9][C:10]1[CH:15]=[CH:14][CH:13]=[CH:12][CH:11]=1)[C:6]#[N:7])[C:3]#[N:4].CO.[BH4-].[Na+]. The catalyst is O1CCCC1. The product is [NH2:1][C:2](=[C:5]([NH:8][CH2:9][C:10]1[CH:15]=[CH:14][CH:13]=[CH:12][CH:11]=1)[C:6]#[N:7])[C:3]#[N:4]. The yield is 0.809. (3) The reactants are [Cl:1][C:2]1[CH:15]=[C:14](/[CH:16]=[CH:17]/[CH:18]([C:23]2[CH:28]=[C:27]([Cl:29])[C:26]([Cl:30])=[C:25]([Cl:31])[CH:24]=2)[C:19]([F:22])([F:21])[F:20])[CH:13]=[CH:12][C:3]=1[CH2:4][NH:5][C:6](=[O:11])[CH2:7][CH2:8]SC.O[O:33][S:34]([O-:36])=O.[K+].[CH3:38]C(C)=O. The catalyst is O. The product is [Cl:1][C:2]1[CH:15]=[C:14](/[CH:16]=[CH:17]/[CH:18]([C:23]2[CH:24]=[C:25]([Cl:31])[C:26]([Cl:30])=[C:27]([Cl:29])[CH:28]=2)[C:19]([F:22])([F:21])[F:20])[CH:13]=[CH:12][C:3]=1[CH2:4][NH:5][C:6](=[O:11])[CH2:7][CH2:8][S:34]([CH3:38])(=[O:36])=[O:33]. The yield is 0.600. (4) No catalyst specified. The yield is 0.840. The product is [C:1]([O:5][C:6](=[O:35])[NH:7][C:8]1[S:9][C:10]([C:38]2[CH:37]=[N:36][CH:41]=[CH:40][CH:39]=2)=[CH:11][C:12]=1[C:13]([N:15]1[CH2:20][CH2:19][CH:18]([N:21]2[CH2:33][CH2:32][CH2:31][C:23]3([C:27](=[O:28])[O:26][C:25]([CH3:30])([CH3:29])[CH2:24]3)[CH2:22]2)[CH2:17][CH2:16]1)=[O:14])([CH3:4])([CH3:3])[CH3:2]. The reactants are [C:1]([O:5][C:6](=[O:35])[NH:7][C:8]1[S:9][C:10](Br)=[CH:11][C:12]=1[C:13]([N:15]1[CH2:20][CH2:19][CH:18]([N:21]2[CH2:33][CH2:32][CH2:31][C:23]3([C:27](=[O:28])[O:26][C:25]([CH3:30])([CH3:29])[CH2:24]3)[CH2:22]2)[CH2:17][CH2:16]1)=[O:14])([CH3:4])([CH3:3])[CH3:2].[N:36]1[CH:41]=[CH:40][CH:39]=[C:38](B(O)O)[CH:37]=1. (5) The reactants are Cl[C:2]1[C:7]([CH:8]=[O:9])=[C:6](Cl)[N:5]=[CH:4][N:3]=1.[C:11]([O-:14])([O-])=O.[K+].[K+].[CH3:17][OH:18]. No catalyst specified. The product is [CH3:17][O:18][C:2]1[C:7]([CH:8]=[O:9])=[C:6]([O:14][CH3:11])[N:5]=[CH:4][N:3]=1. The yield is 0.463. (6) The reactants are [CH2:1]([O:8][C:9]1[CH:10]=[CH:11][C:12]([O:19][CH3:20])=[C:13]([NH:15][C:16]([NH2:18])=[S:17])[CH:14]=1)[C:2]1[CH:7]=[CH:6][CH:5]=[CH:4][CH:3]=1.COC1C=C(C2C=CC=CC=2)C2SC(N)=NC=2C=1. No catalyst specified. The product is [CH2:1]([O:8][C:9]1[C:14]2[S:17][C:16]([NH2:18])=[N:15][C:13]=2[C:12]([O:19][CH3:20])=[CH:11][CH:10]=1)[C:2]1[CH:3]=[CH:4][CH:5]=[CH:6][CH:7]=1. The yield is 0.820. (7) The yield is 0.630. The catalyst is CN(C)C=O. The reactants are [CH3:1][S:2][C:3]1[CH:4]=[CH:5][C:6]([C:9]([OH:11])=O)=[N:7][CH:8]=1.C1N=CN(C(N2C=NC=C2)=O)C=1.CS(O)(=O)=O.[NH2:29][CH2:30][C:31]1[CH:32]=[C:33]2[C:37](=[CH:38][CH:39]=1)[C:36](=[O:40])[N:35]([CH:41]1[CH2:46][CH2:45][C:44](=[O:47])[NH:43][C:42]1=[O:48])[C:34]2=[O:49].CCOC(C)=O. The product is [O:48]=[C:42]1[CH:41]([N:35]2[C:34](=[O:49])[C:33]3[C:37](=[CH:38][CH:39]=[C:31]([CH2:30][NH:29][C:9]([C:6]4[CH:5]=[CH:4][C:3]([S:2][CH3:1])=[CH:8][N:7]=4)=[O:11])[CH:32]=3)[C:36]2=[O:40])[CH2:46][CH2:45][C:44](=[O:47])[NH:43]1. (8) The reactants are [N+:1]([C:4]1[CH:12]=[C:11]([C:13]([F:16])([F:15])[F:14])[CH:10]=[CH:9][C:5]=1[C:6]([OH:8])=[O:7])([O-])=O.C(Cl)Cl.CO. The catalyst is [Pd].CO. The product is [NH2:1][C:4]1[CH:12]=[C:11]([C:13]([F:14])([F:15])[F:16])[CH:10]=[CH:9][C:5]=1[C:6]([OH:8])=[O:7]. The yield is 0.920. (9) The reactants are [F:1][C:2]([Si](C)(C)C)([F:4])[F:3].[Br:9][C:10]1[C:11]([CH3:18])=[CH:12][C:13]([CH:16]=[O:17])=[N:14][CH:15]=1.CCCC[N+](CCCC)(CCCC)CCCC.[F-]. The catalyst is C(OCC)(=O)C. The product is [Br:9][C:10]1[C:11]([CH3:18])=[CH:12][C:13]([CH:16]([OH:17])[C:2]([F:4])([F:3])[F:1])=[N:14][CH:15]=1. The yield is 0.840.